Dataset: Full USPTO retrosynthesis dataset with 1.9M reactions from patents (1976-2016). Task: Predict the reactants needed to synthesize the given product. Given the product [F:20][C:21]1[C:29]([O:30][CH3:31])=[CH:28][CH:27]=[CH:26][C:22]=1[C:23]1[N:7]([CH2:8][CH2:9][C:10]2[CH:15]=[CH:14][CH:13]=[CH:12][CH:11]=2)[C:5](=[O:6])[C:4]([CH2:16][CH:17]([CH3:19])[CH3:18])=[C:1]([CH3:2])[N:25]=1, predict the reactants needed to synthesize it. The reactants are: [C:1]([CH:4]([CH2:16][CH:17]([CH3:19])[CH3:18])[C:5]([NH:7][CH2:8][CH2:9][C:10]1[CH:15]=[CH:14][CH:13]=[CH:12][CH:11]=1)=[O:6])(=O)[CH3:2].[F:20][C:21]1[C:29]([O:30][CH3:31])=[CH:28][CH:27]=[CH:26][C:22]=1[C:23]([NH2:25])=O.